From a dataset of CYP2C9 inhibition data for predicting drug metabolism from PubChem BioAssay. Regression/Classification. Given a drug SMILES string, predict its absorption, distribution, metabolism, or excretion properties. Task type varies by dataset: regression for continuous measurements (e.g., permeability, clearance, half-life) or binary classification for categorical outcomes (e.g., BBB penetration, CYP inhibition). Dataset: cyp2c9_veith. The molecule is CCOc1ccc(C(=O)NN2C(=O)C3C4C=CC(O4)C3C2=O)cc1. The result is 0 (non-inhibitor).